Dataset: Catalyst prediction with 721,799 reactions and 888 catalyst types from USPTO. Task: Predict which catalyst facilitates the given reaction. Reactant: [CH3:1][C:2]1[C:6]([C:7]2[CH2:12][CH2:11][CH2:10][C:9](=[O:13])[CH:8]=2)=[CH:5][N:4]([C:14]2[CH:19]=[CH:18][N:17]=[C:16]3[N:20](COCC[Si](C)(C)C)[CH:21]=[CH:22][C:15]=23)[N:3]=1.CO.[BH4-].[Na+]. Product: [CH3:1][C:2]1[C:6]([CH:7]2[CH2:12][CH2:11][CH2:10][CH:9]([OH:13])[CH2:8]2)=[CH:5][N:4]([C:14]2[CH:19]=[CH:18][N:17]=[C:16]3[NH:20][CH:21]=[CH:22][C:15]=23)[N:3]=1. The catalyst class is: 45.